This data is from Peptide-MHC class II binding affinity with 134,281 pairs from IEDB. The task is: Regression. Given a peptide amino acid sequence and an MHC pseudo amino acid sequence, predict their binding affinity value. This is MHC class II binding data. The peptide sequence is ILDGLQTDELCPCNRAIGGATL. The MHC is DRB1_0101 with pseudo-sequence DRB1_0101. The binding affinity (normalized) is 0.297.